Predict the reaction yield, written as a fraction of the theoretical maximum amount of product (1.0 means a 100% yield; for example, 0.34 means a 34% yield). From a dataset of Reaction yield outcomes from USPTO patents with 853,638 reactions. (1) The reactants are [F:1][C:2]([F:13])([F:12])[C:3]1[CH:4]=[C:5]([C:9](=O)[CH3:10])[CH:6]=[CH:7][CH:8]=1.[NH2:14][C:15]([NH2:17])=[S:16]. No catalyst specified. The product is [NH2:17][C:15]1[S:16][CH:10]=[C:9]([C:5]2[CH:6]=[CH:7][CH:8]=[C:3]([C:2]([F:13])([F:12])[F:1])[CH:4]=2)[N:14]=1. The yield is 0.941. (2) The reactants are Br[C:2]1[CH:3]=[C:4]([CH2:7][OH:8])[S:5][CH:6]=1.[CH3:9][N:10](C)C=O. The catalyst is [C-]#N.[Zn+2].[C-]#N.C1C=CC([P]([Pd]([P](C2C=CC=CC=2)(C2C=CC=CC=2)C2C=CC=CC=2)([P](C2C=CC=CC=2)(C2C=CC=CC=2)C2C=CC=CC=2)[P](C2C=CC=CC=2)(C2C=CC=CC=2)C2C=CC=CC=2)(C2C=CC=CC=2)C2C=CC=CC=2)=CC=1. The product is [OH:8][CH2:7][C:4]1[S:5][CH:6]=[C:2]([C:9]#[N:10])[CH:3]=1. The yield is 0.760. (3) The reactants are [F:1][C:2]1[C:3]([CH3:13])=[C:4]2[C:9](=[CH:10][CH:11]=1)[NH:8][C:7](=[O:12])[CH2:6][CH2:5]2.[H-].[Na+].Cl[CH2:17][CH2:18][CH2:19]I.[CH2:21]([O:24][CH:25]1[CH2:30][CH2:29][NH:28][CH2:27][CH2:26]1)[CH2:22][CH3:23].[Na+].[I-].C([O-])([O-])=O.[K+].[K+]. The catalyst is CN(C=O)C. The product is [F:1][C:2]1[C:3]([CH3:13])=[C:4]2[C:9](=[CH:10][CH:11]=1)[N:8]([CH2:17][CH2:18][CH2:19][N:28]1[CH2:29][CH2:30][CH:25]([O:24][CH2:21][CH2:22][CH3:23])[CH2:26][CH2:27]1)[C:7](=[O:12])[CH2:6][CH2:5]2. The yield is 0.410. (4) The reactants are [CH3:1][O:2][C:3]1[CH:4]=[C:5]2[C:10](=[CH:11][CH:12]=1)[N:9]=[C:8]([CH3:13])[CH:7]=[CH:6]2.[Br:14]N1C(=O)CCC1=O. The catalyst is C(#N)C. The product is [Br:14][C:4]1[C:3]([O:2][CH3:1])=[CH:12][CH:11]=[C:10]2[C:5]=1[CH:6]=[CH:7][C:8]([CH3:13])=[N:9]2. The yield is 0.986. (5) The reactants are [C:1]([O:4][C@@H:5]1[C@@H:13]([C@@:14]2([CH3:35])[CH2:19][CH2:18][C@H:17]([O:20][Si](C(C)(C)C)(C)C)[CH2:16][C@@H:15]2[CH2:28][CH2:29][N:30]2[CH2:34][CH2:33][CH2:32][CH2:31]2)[CH2:12][CH2:11][C@@:10]2([CH3:36])[C@H:6]1[CH2:7][CH2:8][C:9]12OCC[O:37]1)(=[O:3])[CH3:2].O. The catalyst is CC(O)=O. The product is [C:1]([O:4][C@@H:5]1[C@@H:13]([C@@:14]2([CH3:35])[CH2:19][CH2:18][C@H:17]([OH:20])[CH2:16][C@@H:15]2[CH2:28][CH2:29][N:30]2[CH2:34][CH2:33][CH2:32][CH2:31]2)[CH2:12][CH2:11][C@@:10]2([CH3:36])[C@H:6]1[CH2:7][CH2:8][C:9]2=[O:37])(=[O:3])[CH3:2]. The yield is 0.780. (6) The reactants are C(Cl)(=O)C(Cl)=O.[O:7]=[C:8]([C:12]1[O:13][CH:14]=[CH:15][CH:16]=1)[C:9]([OH:11])=[O:10].[N:17]12[CH2:24][CH2:23][CH:20]([CH2:21][CH2:22]1)[C@@H:19](O)[CH2:18]2. The catalyst is CN(C)C=O.C(Cl)(Cl)Cl. The product is [N:17]12[CH2:24][CH2:23][CH:20]([CH2:21][CH2:22]1)[C@@H:19]([O:10][C:9](=[O:11])[C:8](=[O:7])[C:12]1[O:13][CH:14]=[CH:15][CH:16]=1)[CH2:18]2. The yield is 0.525. (7) The reactants are [CH2:1](O)[CH2:2][CH2:3][CH2:4][CH2:5][CH2:6][CH2:7][CH2:8][CH2:9][CH:10]=[CH2:11].[C:13]1(=[O:23])[NH:17][C:16](=[O:18])[C:15]2=[CH:19][CH:20]=[CH:21][CH:22]=[C:14]12.C1(P(C2C=CC=CC=2)C2C=CC=CC=2)C=CC=CC=1.CCOC(/N=N/C(OCC)=O)=O. The catalyst is O1CCCC1. The product is [CH2:1]([N:17]1[C:13](=[O:23])[C:14]2[C:15](=[CH:19][CH:20]=[CH:21][CH:22]=2)[C:16]1=[O:18])[CH2:2][CH2:3][CH2:4][CH2:5][CH2:6][CH2:7][CH2:8][CH2:9][CH:10]=[CH2:11]. The yield is 0.660.